From a dataset of Reaction yield outcomes from USPTO patents with 853,638 reactions. Predict the reaction yield, written as a fraction of the theoretical maximum amount of product (1.0 means a 100% yield; for example, 0.34 means a 34% yield). (1) The reactants are [Br:1][C:2]1[CH:3]=[CH:4][C:5]([F:10])=[C:6]([CH:9]=1)[CH:7]=[O:8].[OH-:11].[Na+].OO.Cl. The catalyst is CO. The product is [Br:1][C:2]1[CH:3]=[CH:4][C:5]([F:10])=[C:6]([CH:9]=1)[C:7]([OH:11])=[O:8]. The yield is 0.770. (2) The reactants are [C:1]([C:5]1[O:6][C:7]([C:10]([O:12]CC)=[O:11])=[CH:8][N:9]=1)([CH3:4])([CH3:3])[CH3:2].O[Li].O. The catalyst is C1COCC1.CCO.O. The product is [C:1]([C:5]1[O:6][C:7]([C:10]([OH:12])=[O:11])=[CH:8][N:9]=1)([CH3:4])([CH3:2])[CH3:3]. The yield is 0.780. (3) The reactants are [CH3:1][S:2]([C:5]1[CH:10]=[CH:9][C:8]([NH:11][C:12]2[C:17]([N+:18]([O-:20])=[O:19])=[C:16]([O:21][CH:22]3[CH2:27][CH2:26][NH:25][CH2:24][CH2:23]3)[N:15]=[CH:14][N:13]=2)=[CH:7][CH:6]=1)(=[O:4])=[O:3].Br[CH2:29][C:30](=[O:35])[C:31]([CH3:34])([CH3:33])[CH3:32].C(N(CC)CC)C. The catalyst is CN(C=O)C. The product is [CH3:1][S:2]([C:5]1[CH:10]=[CH:9][C:8]([NH:11][C:12]2[N:13]=[CH:14][N:15]=[C:16]([O:21][CH:22]3[CH2:27][CH2:26][N:25]([CH2:29][C:30](=[O:35])[C:31]([CH3:34])([CH3:33])[CH3:32])[CH2:24][CH2:23]3)[C:17]=2[N+:18]([O-:20])=[O:19])=[CH:7][CH:6]=1)(=[O:4])=[O:3]. The yield is 0.250. (4) The reactants are [CH3:1][C:2]1[N:3]([C:11]2[CH:16]=[CH:15][C:14]([F:17])=[CH:13][C:12]=2[C:18]([F:21])([F:20])[F:19])[C:4]([CH3:10])=[CH:5][C:6]=1[C:7](Cl)=[O:8].[S:22]([NH2:32])(=[O:31])([C:24]1[CH:29]=[CH:28][C:27]([NH2:30])=[CH:26][CH:25]=1)=[O:23].C(N(C(C)C)CC)(C)C. The catalyst is C1COCC1. The product is [S:22]([C:24]1[CH:25]=[CH:26][C:27]([NH:30][C:7]([C:6]2[CH:5]=[C:4]([CH3:10])[N:3]([C:11]3[CH:16]=[CH:15][C:14]([F:17])=[CH:13][C:12]=3[C:18]([F:21])([F:20])[F:19])[C:2]=2[CH3:1])=[O:8])=[CH:28][CH:29]=1)(=[O:23])(=[O:31])[NH2:32]. The yield is 0.660. (5) The reactants are C([SiH](CC)CC)C.ClCCl.[CH2:11]([O:13][C:14]1[CH:19]=[CH:18][C:17]([C@H:20]2[CH2:25][CH2:24][C@H:23]([CH:26]3[CH2:31][CH2:30][CH:29]([C@H:32]4[CH2:37][CH2:36][C@H:35]([CH2:38][CH2:39][CH2:40][CH2:41][CH3:42])[CH2:34][CH2:33]4)[O:28][CH:27]3O)[CH2:22][CH2:21]2)=[C:16]([F:44])[C:15]=1[F:45])[CH3:12]. The catalyst is O. The product is [CH2:11]([O:13][C:14]1[CH:19]=[CH:18][C:17]([C@H:20]2[CH2:25][CH2:24][C@H:23]([C@@H:26]3[CH2:27][O:28][C@@H:29]([C@H:32]4[CH2:37][CH2:36][C@H:35]([CH2:38][CH2:39][CH2:40][CH2:41][CH3:42])[CH2:34][CH2:33]4)[CH2:30][CH2:31]3)[CH2:22][CH2:21]2)=[C:16]([F:44])[C:15]=1[F:45])[CH3:12]. The yield is 0.310. (6) The reactants are [Br:1][C:2]1[CH:3]=[N:4][CH:5]=[C:6]([CH:10]=1)[C:7]([OH:9])=[O:8].OS(O)(=O)=O.[CH3:16]O. No catalyst specified. The product is [Br:1][C:2]1[CH:3]=[N:4][CH:5]=[C:6]([CH:10]=1)[C:7]([O:9][CH3:16])=[O:8]. The yield is 0.660.